From a dataset of Peptide-MHC class II binding affinity with 134,281 pairs from IEDB. Regression. Given a peptide amino acid sequence and an MHC pseudo amino acid sequence, predict their binding affinity value. This is MHC class II binding data. (1) The peptide sequence is RYFLMAFANQIHHID. The MHC is DRB1_0802 with pseudo-sequence DRB1_0802. The binding affinity (normalized) is 0.388. (2) The peptide sequence is QDKLCGSLIGMTNRA. The MHC is HLA-DQA10501-DQB10302 with pseudo-sequence HLA-DQA10501-DQB10302. The binding affinity (normalized) is 0.437. (3) The peptide sequence is FRDRARVPLTSNNGI. The MHC is HLA-DQA10102-DQB10602 with pseudo-sequence HLA-DQA10102-DQB10602. The binding affinity (normalized) is 0.0650. (4) The peptide sequence is GELQGVDKIDAAFKI. The MHC is DRB1_1302 with pseudo-sequence DRB1_1302. The binding affinity (normalized) is 0.553.